This data is from Retrosynthesis with 50K atom-mapped reactions and 10 reaction types from USPTO. The task is: Predict the reactants needed to synthesize the given product. (1) Given the product CCOC(=O)c1c(C)nc2ccc(NCCCN3CCC(OC(c4ccccc4)c4ccccc4)CC3)nn12, predict the reactants needed to synthesize it. The reactants are: CCOC(=O)c1c(C)nc2ccc(Cl)nn12.NCCCN1CCC(OC(c2ccccc2)c2ccccc2)CC1. (2) Given the product O=C(O)CCc1ccc(F)c(NC(=O)c2cc(-c3cccc(F)c3)cc3ccccc23)c1, predict the reactants needed to synthesize it. The reactants are: CCOC(=O)CCc1ccc(F)c(NC(=O)c2cc(-c3cccc(F)c3)cc3ccccc23)c1. (3) Given the product CC(=O)Nc1cc(CO)ccn1, predict the reactants needed to synthesize it. The reactants are: CC(=O)Nc1cc(COC(C)=O)ccn1. (4) Given the product CNCCC1Cc2cc(OC)c(OC)cc2C1, predict the reactants needed to synthesize it. The reactants are: CNC(=O)CC1Cc2cc(OC)c(OC)cc2C1. (5) Given the product CCOC(=O)c1cnncc1NC(=O)Cc1c(F)cc(F)cc1F, predict the reactants needed to synthesize it. The reactants are: CCOC(=O)c1cnncc1N.O=C(Cl)Cc1c(F)cc(F)cc1F. (6) Given the product CCOC(=O)CN(c1ccccc1)C(C)C, predict the reactants needed to synthesize it. The reactants are: CC(C)Nc1ccccc1.CCOC(=O)CBr. (7) Given the product O=C(O)C=Cc1cc2cc(NC(=O)c3cc4ccccc4o3)ccc2[nH]1, predict the reactants needed to synthesize it. The reactants are: COC(=O)C=Cc1cc2cc(NC(=O)c3cc4ccccc4o3)ccc2[nH]1.